This data is from Forward reaction prediction with 1.9M reactions from USPTO patents (1976-2016). The task is: Predict the product of the given reaction. (1) Given the reactants [CH3:1][C:2]([C:5]1[CH:11]=[CH:10][C:8]([NH2:9])=[CH:7][CH:6]=1)([CH3:4])[CH3:3].[S-:12][C:13]#[N:14].[K+].BrBr.O, predict the reaction product. The product is: [CH3:4][C:2]([C:5]1[CH:6]=[CH:7][C:8]2[N:9]=[C:13]([NH2:14])[S:12][C:10]=2[CH:11]=1)([CH3:1])[CH3:3]. (2) Given the reactants C1(P(C2C=CC=CC=2)(C2C=CC=CC=2)=[C:8]2[CH2:12][CH2:11][O:10][C:9]2=[O:13])C=CC=CC=1.[CH:26]([C:28]1[CH:37]=[CH:36][C:31]([C:32]([O:34][CH3:35])=[O:33])=[CH:30][CH:29]=1)=O.C(Cl)(Cl)Cl, predict the reaction product. The product is: [O:13]=[C:9]1[C:8](=[CH:26][C:28]2[CH:37]=[CH:36][C:31]([C:32]([O:34][CH3:35])=[O:33])=[CH:30][CH:29]=2)[CH2:12][CH2:11][O:10]1. (3) The product is: [CH2:45]([O:44][C:42]([C:40]1[CH:39]=[CH:38][CH:37]=[C:36]([C:21]2[CH:22]=[CH:23][C:18]([C:17]3[O:16][N:15]=[C:14]([CH3:33])[C:13]=3[NH:12][C:11]([O:10][CH:8]([C:3]3[CH:4]=[CH:5][CH:6]=[CH:7][C:2]=3[Cl:1])[CH3:9])=[O:34])=[CH:19][CH:20]=2)[N:41]=1)=[O:43])[CH3:46]. Given the reactants [Cl:1][C:2]1[CH:7]=[CH:6][CH:5]=[CH:4][C:3]=1[CH:8]([O:10][C:11](=[O:34])[NH:12][C:13]1[C:14]([CH3:33])=[N:15][O:16][C:17]=1[C:18]1[CH:23]=[CH:22][C:21](B2OC(C)(C)C(C)(C)O2)=[CH:20][CH:19]=1)[CH3:9].Br[C:36]1[N:41]=[C:40]([C:42]([O:44][CH2:45][CH3:46])=[O:43])[CH:39]=[CH:38][CH:37]=1, predict the reaction product. (4) The product is: [C:1]1([C:7]2[O:11][N:10]=[C:9]([C:12]([C:14]3[CH:19]=[C:18]([O:20][CH3:21])[C:17]([O:22][CH3:23])=[C:16]([O:24][CH3:25])[CH:15]=3)=[O:13])[CH:8]=2)[CH:6]=[CH:5][CH:4]=[CH:3][CH:2]=1. Given the reactants [C:1]1([C:7]2[O:11][N:10]=[C:9]([CH:12]([C:14]3[CH:19]=[C:18]([O:20][CH3:21])[C:17]([O:22][CH3:23])=[C:16]([O:24][CH3:25])[CH:15]=3)[OH:13])[CH:8]=2)[CH:6]=[CH:5][CH:4]=[CH:3][CH:2]=1.CC(OI1(OC(C)=O)(OC(C)=O)OC(=O)C2C=CC=CC1=2)=O, predict the reaction product. (5) Given the reactants [OH:1][CH:2]1[CH2:6][CH2:5][N:4]([S:7]([NH:10]C(=O)OCC2C=CC=CC=2)(=[O:9])=[O:8])[CH2:3]1, predict the reaction product. The product is: [OH:1][CH:2]1[CH2:6][CH2:5][N:4]([S:7]([NH2:10])(=[O:9])=[O:8])[CH2:3]1.